Task: Binary Classification. Given a miRNA mature sequence and a target amino acid sequence, predict their likelihood of interaction.. Dataset: Experimentally validated miRNA-target interactions with 360,000+ pairs, plus equal number of negative samples (1) The miRNA is hsa-miR-4789-5p with sequence GUAUACACCUGAUAUGUGUAUG. The protein sequence of the target gene is MAQVLIVGAGMTGSLCAALLRRQTSGPLYLAVWDKAEDSGGRMTTACSPHNPQCTADLGAQYITCTPHYAKKHQRFYDELLAYGVLRPLSSPIEGMVMKEGDCNFVAPQGISSIIKHYLKESGAEVYFRHRVTQINLRDDKWEVSKQTGSPEQFDLIVLTMPVPEILQLQGDITTLISECQRQQLEAVSYSSRYALGLFYEAGTKIDVPWAGQYITSNPCIRFVSIDNKKRNIESSEIGPSLVIHTTVPFGVTYLEHSIEDVQELVFQQLENILPGLPQPIATKCQKWRHSQVTNAAANC.... Result: 0 (no interaction). (2) The miRNA is hsa-miR-548av-3p with sequence AAAACUGCAGUUACUUUUGC. The protein sequence of the target gene is MEIKEEGASEEGQHFLPTAQANDPGDCQFTSIQKTPNEPQLEFILACKDLVAPVRDRKLNTLVQISVIHPVEQSLTRYSSTEIVEGTRDPLFLTGVTFPSEYPIYEETKIKLTVYDVKDKSHDTVRTSVLPEHKDPPPEVGRSFLGYASFKVGELLKSKEQLLVLSLRTSDGGKVVGTIEVSVVKMGEIEDGEADHITTDVQGQKCALVCECTAPESVSGKDNLPFLNSVLKNPVCKLYRFPTSDNKWMRIREQMSESILSFHIPKELISLHIKEDLCRNQEIKELGELSPHWDNLRKNV.... Result: 0 (no interaction).